From a dataset of Forward reaction prediction with 1.9M reactions from USPTO patents (1976-2016). Predict the product of the given reaction. Given the reactants [Br:1][C:2]1[C:3]([OH:21])=[CH:4][C:5]2[C:10]([CH:11]=1)=[CH:9][C:8]([C:12]1[CH:17]=[CH:16][C:15]([O:18][CH3:19])=[CH:14][CH:13]=1)=[CH:7][C:6]=2[Cl:20].C1C(=O)N([Cl:29])C(=O)C1, predict the reaction product. The product is: [Br:1][C:2]1[C:3]([OH:21])=[C:4]([Cl:29])[C:5]2[C:10]([CH:11]=1)=[CH:9][C:8]([C:12]1[CH:13]=[CH:14][C:15]([O:18][CH3:19])=[CH:16][CH:17]=1)=[CH:7][C:6]=2[Cl:20].